From a dataset of Full USPTO retrosynthesis dataset with 1.9M reactions from patents (1976-2016). Predict the reactants needed to synthesize the given product. (1) Given the product [Br:25][C:16]1[CH:15]=[C:14]2[C:5]([CH:6]3[CH:11]([CH:12]([C:17]4[CH:22]=[CH:21][C:20]([O:23][CH3:24])=[CH:19][CH:18]=4)[CH2:13]2)[CH2:10][CH2:9][CH2:8][CH2:7]3)=[CH:4][C:3]=1[O:2][CH3:1], predict the reactants needed to synthesize it. The reactants are: [CH3:1][O:2][C:3]1[CH:4]=[C:5]2[C:14](=[CH:15][CH:16]=1)[CH2:13][CH:12]([C:17]1[CH:22]=[CH:21][C:20]([O:23][CH3:24])=[CH:19][CH:18]=1)[CH:11]1[CH:6]2[CH2:7][CH2:8][CH2:9][CH2:10]1.[Br:25]Br. (2) Given the product [CH2:35]([O:34][C:33]1[CH:32]=[C:31]([C:2]2[CH:11]=[CH:10][C:9]3[N:8]=[CH:7][C:6]4[N:12]([CH3:24])[C:13](=[O:23])[N:14]([C:15]5[C:16]([CH3:22])=[N:17][N:18]([CH2:20][CH3:21])[CH:19]=5)[C:5]=4[C:4]=3[CH:3]=2)[CH:30]=[CH:29][C:28]=1[O:27][CH2:25][CH3:26])[CH3:36], predict the reactants needed to synthesize it. The reactants are: Br[C:2]1[CH:11]=[CH:10][C:9]2[N:8]=[CH:7][C:6]3[N:12]([CH3:24])[C:13](=[O:23])[N:14]([C:15]4[C:16]([CH3:22])=[N:17][N:18]([CH2:20][CH3:21])[CH:19]=4)[C:5]=3[C:4]=2[CH:3]=1.[CH2:25]([O:27][C:28]1[CH:29]=[C:30](B2OC(C)(C)C(C)(C)O2)[CH:31]=[CH:32][C:33]=1[O:34][CH2:35][CH3:36])[CH3:26]. (3) Given the product [N:19]1[C:3]([C:5]2[CH:12]=[CH:11][C:8]([CH:9]=[O:10])=[CH:7][CH:6]=2)=[CH:2][N:13]2[CH:18]=[CH:17][CH:16]=[N:15][C:14]=12, predict the reactants needed to synthesize it. The reactants are: Br[CH2:2][C:3]([C:5]1[CH:12]=[CH:11][C:8]([CH:9]=[O:10])=[CH:7][CH:6]=1)=O.[N:13]1[CH:18]=[CH:17][CH:16]=[N:15][C:14]=1[NH2:19]. (4) Given the product [Br:1][C:2]1[CH:7]=[N:6][CH:5]=[C:4]([O:8][CH:12]2[CH2:13][CH2:14][O:9][CH2:10][CH2:11]2)[CH:3]=1, predict the reactants needed to synthesize it. The reactants are: [Br:1][C:2]1[CH:3]=[C:4]([OH:8])[CH:5]=[N:6][CH:7]=1.[O:9]1[CH2:14][CH2:13][CH:12](O)[CH2:11][CH2:10]1.C1(P(C2C=CC=CC=2)C2C=CC=CC=2)C=CC=CC=1. (5) Given the product [Br:13][C:14]1[CH:19]=[C:18]([Si:31]([CH2:35][CH3:36])([CH2:33][CH3:34])[CH2:29][CH3:30])[C:17]([F:20])=[CH:16][N:15]=1, predict the reactants needed to synthesize it. The reactants are: C(NC(C)C)(C)C.[Li]CCCC.[Br:13][C:14]1[CH:19]=[CH:18][C:17]([F:20])=[CH:16][N:15]=1.[Li+].CC([N-]C(C)C)C.[CH2:29]([Si:31]([CH2:35][CH3:36])([CH2:33][CH3:34])Cl)[CH3:30]. (6) The reactants are: [CH2:1]([NH:3][C:4]([CH:6]1[CH2:9][C:8]([C:11]2[CH:16]=[CH:15][C:14]([CH2:17][N:18]3[CH2:22][CH2:21][CH2:20][CH2:19]3)=[C:13]([F:23])[CH:12]=2)(O)[CH2:7]1)=[O:5])[CH3:2].C(O)(C(F)(F)F)=O. Given the product [CH2:1]([NH:3][C:4]([CH:6]1[CH2:7][CH:8]([C:11]2[CH:16]=[CH:15][C:14]([CH2:17][N:18]3[CH2:22][CH2:21][CH2:20][CH2:19]3)=[C:13]([F:23])[CH:12]=2)[CH2:9]1)=[O:5])[CH3:2], predict the reactants needed to synthesize it.